This data is from Forward reaction prediction with 1.9M reactions from USPTO patents (1976-2016). The task is: Predict the product of the given reaction. (1) The product is: [CH2:18]([O:17][C:11]1[CH:12]=[CH:13][CH:14]=[C:15]([F:16])[C:10]=1[C:9]([OH:25])=[O:8])[C:19]1[CH:20]=[CH:21][CH:22]=[CH:23][CH:24]=1. Given the reactants C([O:8][C:9](=[O:25])[C:10]1[C:15]([F:16])=[CH:14][CH:13]=[CH:12][C:11]=1[O:17][CH2:18][C:19]1[CH:24]=[CH:23][CH:22]=[CH:21][CH:20]=1)C1C=CC=CC=1.[OH-].[Na+], predict the reaction product. (2) Given the reactants [Cl:1][C:2]1[C:7]([CH3:8])=[CH:6][C:5](/[CH:9]=[N:10]/[S@@:11]([C:13]([CH3:16])([CH3:15])[CH3:14])=[O:12])=[CH:4][C:3]=1[CH3:17].[CH2:18]1COC[CH2:19]1, predict the reaction product. The product is: [Cl:1][C:2]1[C:3]([CH3:17])=[CH:4][C:5]([C@H:9]([NH:10][S@@:11]([C:13]([CH3:14])([CH3:16])[CH3:15])=[O:12])[CH2:18][CH3:19])=[CH:6][C:7]=1[CH3:8]. (3) Given the reactants [C:1]([C:4]1[CH:9]=[CH:8][C:7]([NH:10][C@@H:11]([C:26]2[CH:35]=[C:34]([O:36][CH3:37])[C:29]3[O:30][CH2:31][CH2:32]O[C:28]=3[C:27]=2[F:38])[C:12]2[NH:16][C:15](=[O:17])[N:14]([C:18]3[CH:22]=[CH:21][S:20][C:19]=3[C:23]([OH:25])=[O:24])[N:13]=2)=[CH:6][CH:5]=1)(=[NH:3])[NH2:2].COC(=O)N=C(SC)C(=NC1C=CC(C#N)=CC=1)C1C=C(OC)C2OCCC=2C=1F, predict the reaction product. The product is: [C:1]([C:4]1[CH:5]=[CH:6][C:7]([NH:10][C@@H:11]([C:26]2[CH:35]=[C:34]([O:36][CH3:37])[C:29]3[O:30][CH2:31][CH2:32][C:28]=3[C:27]=2[F:38])[C:12]2[NH:16][C:15](=[O:17])[N:14]([C:18]3[CH:22]=[CH:21][S:20][C:19]=3[C:23]([OH:25])=[O:24])[N:13]=2)=[CH:8][CH:9]=1)(=[NH:3])[NH2:2].